Dataset: Forward reaction prediction with 1.9M reactions from USPTO patents (1976-2016). Task: Predict the product of the given reaction. Given the reactants C([O:3][C:4](=[O:19])[C@@H:5]([O:17][CH3:18])[CH2:6][C:7]1[CH:12]=[CH:11][C:10]([O:13][CH2:14][CH2:15]Br)=[CH:9][CH:8]=1)C.[C:20]1([C:27]2[CH:32]=[CH:31][CH:30]=[CH:29][CH:28]=2)[CH:25]=[CH:24][CH:23]=[C:22]([OH:26])[CH:21]=1.CO[C@@H](CC1C=CC(OCCCOC2C=CC=CC=2)=CC=1)C(O)=O, predict the reaction product. The product is: [C:20]1([C:27]2[CH:28]=[CH:29][CH:30]=[CH:31][CH:32]=2)[CH:25]=[CH:24][CH:23]=[C:22]([O:26][CH2:15][CH2:14][O:13][C:10]2[CH:9]=[CH:8][C:7]([CH2:6][C@H:5]([O:17][CH3:18])[C:4]([OH:3])=[O:19])=[CH:12][CH:11]=2)[CH:21]=1.